This data is from NCI-60 drug combinations with 297,098 pairs across 59 cell lines. The task is: Regression. Given two drug SMILES strings and cell line genomic features, predict the synergy score measuring deviation from expected non-interaction effect. (1) Drug 2: CN(CC1=CN=C2C(=N1)C(=NC(=N2)N)N)C3=CC=C(C=C3)C(=O)NC(CCC(=O)O)C(=O)O. Cell line: ACHN. Synergy scores: CSS=19.0, Synergy_ZIP=-1.17, Synergy_Bliss=-2.88, Synergy_Loewe=-55.3, Synergy_HSA=-2.32. Drug 1: C1=NC(=NC(=O)N1C2C(C(C(O2)CO)O)O)N. (2) Drug 1: CN(CC1=CN=C2C(=N1)C(=NC(=N2)N)N)C3=CC=C(C=C3)C(=O)NC(CCC(=O)O)C(=O)O. Drug 2: CC1=C(C(=O)C2=C(C1=O)N3CC4C(C3(C2COC(=O)N)OC)N4)N. Cell line: SF-268. Synergy scores: CSS=56.7, Synergy_ZIP=-7.65, Synergy_Bliss=-3.08, Synergy_Loewe=-3.09, Synergy_HSA=-2.09. (3) Drug 1: CC(CN1CC(=O)NC(=O)C1)N2CC(=O)NC(=O)C2. Drug 2: COC1=C2C(=CC3=C1OC=C3)C=CC(=O)O2. Cell line: SF-295. Synergy scores: CSS=28.7, Synergy_ZIP=-7.49, Synergy_Bliss=1.34, Synergy_Loewe=1.17, Synergy_HSA=1.88. (4) Drug 1: CC1C(C(CC(O1)OC2CC(CC3=C2C(=C4C(=C3O)C(=O)C5=C(C4=O)C(=CC=C5)OC)O)(C(=O)CO)O)N)O.Cl. Drug 2: CC12CCC3C(C1CCC2=O)CC(=C)C4=CC(=O)C=CC34C. Cell line: SF-539. Synergy scores: CSS=1.27, Synergy_ZIP=6.59, Synergy_Bliss=5.64, Synergy_Loewe=1.82, Synergy_HSA=2.41. (5) Drug 1: CNC(=O)C1=CC=CC=C1SC2=CC3=C(C=C2)C(=NN3)C=CC4=CC=CC=N4. Drug 2: CCC1(CC2CC(C3=C(CCN(C2)C1)C4=CC=CC=C4N3)(C5=C(C=C6C(=C5)C78CCN9C7C(C=CC9)(C(C(C8N6C=O)(C(=O)OC)O)OC(=O)C)CC)OC)C(=O)OC)O.OS(=O)(=O)O. Cell line: NCIH23. Synergy scores: CSS=35.7, Synergy_ZIP=3.31, Synergy_Bliss=7.24, Synergy_Loewe=-20.8, Synergy_HSA=5.99. (6) Drug 1: CS(=O)(=O)C1=CC(=C(C=C1)C(=O)NC2=CC(=C(C=C2)Cl)C3=CC=CC=N3)Cl. Drug 2: CN(CC1=CN=C2C(=N1)C(=NC(=N2)N)N)C3=CC=C(C=C3)C(=O)NC(CCC(=O)O)C(=O)O. Cell line: COLO 205. Synergy scores: CSS=26.7, Synergy_ZIP=4.06, Synergy_Bliss=6.56, Synergy_Loewe=-25.7, Synergy_HSA=1.12.